This data is from TCR-epitope binding with 47,182 pairs between 192 epitopes and 23,139 TCRs. The task is: Binary Classification. Given a T-cell receptor sequence (or CDR3 region) and an epitope sequence, predict whether binding occurs between them. (1) Result: 0 (the TCR does not bind to the epitope). The TCR CDR3 sequence is CASSQDYRSSGNTIYF. The epitope is FVDGVPFVV. (2) The epitope is VTEHDTLLY. The TCR CDR3 sequence is CASSTGTVSYEQYF. Result: 0 (the TCR does not bind to the epitope). (3) The epitope is VTEHDTLLY. The TCR CDR3 sequence is CASSFGGHEQYF. Result: 0 (the TCR does not bind to the epitope). (4) The epitope is RLFRKSNLK. The TCR CDR3 sequence is CASSLRLPYEQYV. Result: 0 (the TCR does not bind to the epitope). (5) The epitope is YSEHPTFTSQY. The TCR CDR3 sequence is CASSLAAGQQYF. Result: 0 (the TCR does not bind to the epitope). (6) The epitope is KTWGQYWQV. The TCR CDR3 sequence is CASNLGTEETQYF. Result: 0 (the TCR does not bind to the epitope).